The task is: Predict the reactants needed to synthesize the given product.. This data is from Full USPTO retrosynthesis dataset with 1.9M reactions from patents (1976-2016). (1) Given the product [C:19]([O:22][C@@H:23]1[C@H:27]([CH2:28][CH2:29][CH2:30][CH2:31][CH2:32][CH2:33][C:34]([O:36][CH3:37])=[O:35])[C@@H:26](/[CH:38]=[CH:4]/[C:3](=[O:11])[C:2]([F:1])([F:16])[CH2:12][CH2:13][CH2:14][CH3:15])[C@H:25]([O:40][CH:41]2[CH2:46][CH2:45][CH2:44][CH2:43][O:42]2)[CH2:24]1)(=[O:21])[CH3:20], predict the reactants needed to synthesize it. The reactants are: [F:1][C:2]([F:16])([CH2:12][CH2:13][CH2:14][CH3:15])[C:3](=[O:11])[CH2:4]P(=O)(OC)OC.[H-].[Na+].[C:19]([O:22][C@@H:23]1[C@H:27]([CH2:28][CH2:29][CH2:30][CH2:31][CH2:32][CH2:33][C:34]([O:36][CH3:37])=[O:35])[C@@H:26]([CH:38]=O)[C@H:25]([O:40][CH:41]2[CH2:46][CH2:45][CH2:44][CH2:43][O:42]2)[CH2:24]1)(=[O:21])[CH3:20]. (2) Given the product [CH2:1]([C:3]1[N:4]([CH2:33][C:34]2[O:38][N:37]=[C:36]([C:39]3[CH:40]=[CH:41][C:42]([F:45])=[CH:43][CH:44]=3)[CH:35]=2)[C:5]2[C:10]([CH3:11])=[C:9]([CH3:12])[N:8]=[C:7]([NH2:13])[C:6]=2[N:32]=1)[CH3:2], predict the reactants needed to synthesize it. The reactants are: [CH2:1]([C:3]1[N:4]([CH2:33][C:34]2[O:38][N:37]=[C:36]([C:39]3[CH:44]=[CH:43][C:42]([F:45])=[CH:41][CH:40]=3)[CH:35]=2)[C:5]2[C:10]([CH3:11])=[C:9]([CH3:12])[N:8]=[C:7]([N:13](CC3C=CC(OC)=CC=3)CC3C=CC(OC)=CC=3)[C:6]=2[N:32]=1)[CH3:2].